Task: Predict the product of the given reaction.. Dataset: Forward reaction prediction with 1.9M reactions from USPTO patents (1976-2016) (1) Given the reactants [F:1][C:2]1[C:3]([N+:24]([O-])=O)=[C:4]([CH:21]=[CH:22][CH:23]=1)[CH2:5][CH2:6][NH:7][CH:8]1[CH2:13][CH2:12][N:11]([CH2:14][C:15]2[CH:20]=[CH:19][CH:18]=[CH:17][CH:16]=2)[CH2:10][CH2:9]1.[H][H], predict the reaction product. The product is: [NH2:24][C:3]1[C:2]([F:1])=[CH:23][CH:22]=[CH:21][C:4]=1[CH2:5][CH2:6][NH:7][CH:8]1[CH2:9][CH2:10][N:11]([CH2:14][C:15]2[CH:16]=[CH:17][CH:18]=[CH:19][CH:20]=2)[CH2:12][CH2:13]1. (2) Given the reactants S(Cl)(Cl)=O.[CH:5]1([CH2:8][C:9]([OH:11])=O)[CH2:7][CH2:6]1.[Cl:12][C:13]1[C:18]([N:19]2[CH2:24][CH2:23][CH:22]([C:25]3[CH:30]=[C:29]([O:31][CH3:32])[CH:28]=[CH:27][C:26]=3[O:33][CH3:34])[CH2:21][CH2:20]2)=[CH:17][N:16]=[N:15][C:14]=1[NH:35][NH2:36].C(=O)(O)[O-].[Na+], predict the reaction product. The product is: [Cl:12][C:13]1[C:18]([N:19]2[CH2:24][CH2:23][CH:22]([C:25]3[CH:30]=[C:29]([O:31][CH3:32])[CH:28]=[CH:27][C:26]=3[O:33][CH3:34])[CH2:21][CH2:20]2)=[CH:17][N:16]=[N:15][C:14]=1[NH:35][NH:36][C:9](=[O:11])[CH2:8][CH:5]1[CH2:6][CH2:7]1. (3) Given the reactants [NH2:1][C:2]1[CH:3]=[C:4]([C:11]2[CH:16]=[CH:15][C:14]([O:17][CH3:18])=[CH:13][CH:12]=2)[CH:5]=[CH:6][C:7]=1[C:8]([OH:10])=[O:9].[N:19]([C:22]1[C:27]([CH3:28])=[CH:26][C:25]([CH3:29])=[CH:24][C:23]=1[CH3:30])=[C:20]=[O:21].Cl.C(OCC)(=O)C, predict the reaction product. The product is: [CH3:18][O:17][C:14]1[CH:15]=[CH:16][C:11]([C:4]2[CH:5]=[CH:6][C:7]([C:8]([OH:10])=[O:9])=[C:2]([NH:1][C:20]([NH:19][C:22]3[C:23]([CH3:30])=[CH:24][C:25]([CH3:29])=[CH:26][C:27]=3[CH3:28])=[O:21])[CH:3]=2)=[CH:12][CH:13]=1. (4) Given the reactants [CH2:1]([C:5]1[N:10]2[N:11]=[CH:12][N:13]=[C:9]2[NH:8][C:7](=[O:14])[C:6]=1[CH2:15][C:16]1[CH:21]=[CH:20][C:19]([C:22]2[C:23]([C:28]#[N:29])=[CH:24][CH:25]=[CH:26][CH:27]=2)=[CH:18][CH:17]=1)[CH2:2][CH2:3][CH3:4].[CH3:30][CH:31]([O:33][C:34]1[CH:39]=[CH:38][C:37](B(O)O)=[CH:36][CH:35]=1)[CH3:32].C(N(CC)CC)C.N1C=CC=CC=1, predict the reaction product. The product is: [CH3:30][CH:31]([O:33][C:34]1[CH:39]=[CH:38][C:37]([N:8]2[C:7](=[O:14])[C:6]([CH2:15][C:16]3[CH:21]=[CH:20][C:19]([C:22]4[C:23]([C:28]#[N:29])=[CH:24][CH:25]=[CH:26][CH:27]=4)=[CH:18][CH:17]=3)=[C:5]([CH2:1][CH2:2][CH2:3][CH3:4])[N:10]3[N:11]=[CH:12][N:13]=[C:9]23)=[CH:36][CH:35]=1)[CH3:32]. (5) Given the reactants ClN1C(=O)CCC1=O.[CH:9]1[C:14](/[CH:15]=[N:16]/[OH:17])=[CH:13][CH:12]=[C:11]([F:18])[CH:10]=1.[C:19]([O:22][CH2:23][C:24]#[CH:25])(=[O:21])[CH3:20].C(N(CC)CC)C, predict the reaction product. The product is: [C:19]([O:22][CH2:23][C:24]1[O:17][N:16]=[C:15]([C:14]2[CH:13]=[CH:12][C:11]([F:18])=[CH:10][CH:9]=2)[CH:25]=1)(=[O:21])[CH3:20].